Dataset: Full USPTO retrosynthesis dataset with 1.9M reactions from patents (1976-2016). Task: Predict the reactants needed to synthesize the given product. (1) Given the product [C:1]([O:35][C:21]1[CH2:20][CH:19]([CH:17]([CH3:18])[CH2:16][O:15][CH2:8][C:9]2[CH:10]=[CH:11][CH:12]=[CH:13][CH:14]=2)[O:24][C:23](=[O:25])[C:22]=1[C:26]1[C:27]([CH3:34])=[CH:28][C:29]([CH3:33])=[CH:30][C:31]=1[CH3:32])(=[O:6])[C:2]([CH3:5])([CH3:4])[CH3:3], predict the reactants needed to synthesize it. The reactants are: [C:1](Cl)(=[O:6])[C:2]([CH3:5])([CH3:4])[CH3:3].[CH2:8]([O:15][CH2:16][CH:17]([CH:19]1[O:24][C:23](=[O:25])[CH:22]([C:26]2[C:31]([CH3:32])=[CH:30][C:29]([CH3:33])=[CH:28][C:27]=2[CH3:34])[C:21](=[O:35])[CH2:20]1)[CH3:18])[C:9]1[CH:14]=[CH:13][CH:12]=[CH:11][CH:10]=1. (2) Given the product [OH:4][C@@H:5]([CH3:32])[CH2:6][O:7][C:8]1[CH:13]=[CH:12][C:11]([C:14]2[CH:19]=[CH:18][CH:17]=[C:16]([CH2:20][O:21][C:22]3[CH:27]=[CH:26][C:25]([CH2:28][N:42]4[C:54](=[O:55])[N-:53][C:51](=[O:52])[O:50]4)=[CH:24][CH:23]=3)[C:15]=2[CH3:30])=[C:10]([CH3:31])[CH:9]=1.[Na+:40], predict the reactants needed to synthesize it. The reactants are: C([O:4][C@@H:5]([CH3:32])[CH2:6][O:7][C:8]1[CH:13]=[CH:12][C:11]([C:14]2[CH:19]=[CH:18][CH:17]=[C:16]([CH2:20][O:21][C:22]3[CH:27]=[CH:26][C:25]([CH:28]=O)=[CH:24][CH:23]=3)[C:15]=2[CH3:30])=[C:10]([CH3:31])[CH:9]=1)(=O)C.Cl.NO.C([O-])(=O)C.[Na+:40].C([BH3-])#[N:42].[Na+].Cl.[OH-].[Na+].C([O:50][C:51]([N:53]=[C:54]=[O:55])=[O:52])C. (3) Given the product [NH2:20][C:5]1[C:6]2[C:11](=[CH:10][C:9]([C:12]([N:14]3[CH2:17][CH:16]([O:18][CH3:19])[CH2:15]3)=[O:13])=[CH:8][CH:7]=2)[C:2]([C:28]2[CH:27]=[C:26]3[C:31](=[CH:30][CH:29]=2)[N:22]([CH3:21])[C:23](=[O:41])[CH2:24][CH2:25]3)=[CH:3][N:4]=1, predict the reactants needed to synthesize it. The reactants are: Cl[C:2]1[C:11]2[C:6](=[CH:7][CH:8]=[C:9]([C:12]([N:14]3[CH2:17][CH:16]([O:18][CH3:19])[CH2:15]3)=[O:13])[CH:10]=2)[C:5]([NH2:20])=[N:4][CH:3]=1.[CH3:21][N:22]1[C:31]2[C:26](=[CH:27][C:28](B3OC(C)(C)C(C)(C)O3)=[CH:29][CH:30]=2)[CH2:25][CH2:24][C:23]1=[O:41].CC([O-])=O.[K+].CN(C)C=O. (4) Given the product [O:4]1[CH:14]=[N:2][N:1]=[C:3]1[C:5]1[CH:6]=[C:7]([CH:11]=[CH:12][CH:13]=1)[C:8]([OH:10])=[O:9], predict the reactants needed to synthesize it. The reactants are: [NH:1]([C:3]([C:5]1[CH:6]=[C:7]([CH:11]=[CH:12][CH:13]=1)[C:8]([OH:10])=[O:9])=[O:4])[NH2:2].[CH:14](OCC)(OCC)OCC.CC1C=CC(S(O)(=O)=O)=CC=1.O. (5) Given the product [CH2:1]([C@@:4]1([C:20]2[CH:25]=[CH:24][C:23]([F:26])=[CH:22][CH:21]=2)[O:9][C:8](=[O:10])[N:7]([C@H:11]([C:13]2[CH:18]=[CH:17][C:16]([C:30]3[S:29][C:28]([CH3:27])=[N:32][C:31]=3[CH3:33])=[CH:15][CH:14]=2)[CH3:12])[CH2:6][CH2:5]1)[CH:2]=[CH2:3], predict the reactants needed to synthesize it. The reactants are: [CH2:1]([C@@:4]1([C:20]2[CH:25]=[CH:24][C:23]([F:26])=[CH:22][CH:21]=2)[O:9][C:8](=[O:10])[N:7]([C@H:11]([C:13]2[CH:18]=[CH:17][C:16](Br)=[CH:15][CH:14]=2)[CH3:12])[CH2:6][CH2:5]1)[CH:2]=[CH2:3].[CH3:27][C:28]1[S:29][C:30](B(O)O)=[C:31]([CH3:33])[N:32]=1.